Dataset: Full USPTO retrosynthesis dataset with 1.9M reactions from patents (1976-2016). Task: Predict the reactants needed to synthesize the given product. (1) Given the product [Cl:25][C:21]1[CH:20]=[C:19]([CH:24]=[CH:23][CH:22]=1)[CH2:18][O:17][C:12]1[CH:11]=[C:10]2[C:15]([CH:16]=[C:7]([CH2:6][NH2:39])[CH:8]=[N:9]2)=[CH:14][CH:13]=1, predict the reactants needed to synthesize it. The reactants are: CS(O[CH2:6][C:7]1[CH:8]=[N:9][C:10]2[C:15]([CH:16]=1)=[CH:14][CH:13]=[C:12]([O:17][CH2:18][C:19]1[CH:24]=[CH:23][CH:22]=[C:21]([Cl:25])[CH:20]=1)[CH:11]=2)(=O)=O.ClC1C=C(C=CC=1)COC1C=C2C(C=C(CO)C=[N:39]2)=CC=1.CCN(C(C)C)C(C)C.CS(Cl)(=O)=O. (2) The reactants are: Br[C:2]1[C:7]([CH:8]=[O:9])=[CH:6][C:5]([O:10][CH3:11])=[N:4][CH:3]=1.[CH:12]([B-](F)(F)F)=[CH2:13].[K+]. Given the product [CH3:11][O:10][C:5]1[CH:6]=[C:7]([C:2]([CH:12]=[CH2:13])=[CH:3][N:4]=1)[CH:8]=[O:9], predict the reactants needed to synthesize it. (3) Given the product [Cl:1][C:2]1[CH:3]=[C:4]([CH:19]=[CH:20][C:21]=1[C:22]([N:27]1[CH2:28][CH2:29][S:25][CH2:26]1)=[O:23])[C:5]([NH:7][CH2:8][C:9]1[NH:13][C:12]2[CH:14]=[CH:15][C:16]([Cl:18])=[CH:17][C:11]=2[N:10]=1)=[O:6], predict the reactants needed to synthesize it. The reactants are: [Cl:1][C:2]1[CH:3]=[C:4]([CH:19]=[CH:20][C:21]=1[C:22](O)=[O:23])[C:5]([NH:7][CH2:8][C:9]1[NH:13][C:12]2[CH:14]=[CH:15][C:16]([Cl:18])=[CH:17][C:11]=2[N:10]=1)=[O:6].[S:25]1[CH2:29][CH2:28][NH:27][CH2:26]1.CN(C(ON1N=NC2C=CC=CC1=2)=[N+](C)C)C.[B-](F)(F)(F)F.C(N(CC)CC)C. (4) Given the product [Cl:20][C:18]1[CH:19]=[C:14]([NH:13][C:10]2[CH:11]=[CH:12][C:7]([CH2:6][N:24]([CH:25]([CH3:27])[CH3:26])[CH3:23])=[CH:8][N:9]=2)[C:15](=[O:22])[N:16]([CH3:21])[N:17]=1, predict the reactants needed to synthesize it. The reactants are: CS(O[CH2:6][C:7]1[CH:8]=[N:9][C:10]([NH:13][C:14]2[C:15](=[O:22])[N:16]([CH3:21])[N:17]=[C:18]([Cl:20])[CH:19]=2)=[CH:11][CH:12]=1)(=O)=O.[CH3:23][NH:24][CH:25]([CH3:27])[CH3:26]. (5) Given the product [NH2:1][C:2]1[C:10]2[C:9]([C:11]3[CH:16]=[CH:15][CH:14]=[C:13]([NH:17][C:28](=[O:29])[CH2:27][C:21]4[CH:26]=[CH:25][CH:24]=[CH:23][CH:22]=4)[CH:12]=3)=[N:8][CH:7]=[N:6][C:5]=2[S:4][C:3]=1[C:18]([NH2:20])=[O:19], predict the reactants needed to synthesize it. The reactants are: [NH2:1][C:2]1[C:10]2[C:9]([C:11]3[CH:16]=[CH:15][CH:14]=[C:13]([NH2:17])[CH:12]=3)=[N:8][CH:7]=[N:6][C:5]=2[S:4][C:3]=1[C:18]([NH2:20])=[O:19].[C:21]1([CH2:27][C:28](Cl)=[O:29])[CH:26]=[CH:25][CH:24]=[CH:23][CH:22]=1.C(N(C(C)C)CC)(C)C. (6) Given the product [C:43]([N:29]([C:28]1[CH:30]=[CH:31][CH:32]=[C:26]([C:21]2[CH:20]=[CH:19][C:18]3[C:23](=[CH:24][CH:25]=[C:16]([O:15][CH2:14][C:13]4[C:9]([C:3]5[C:2]([Cl:1])=[CH:7][CH:6]=[CH:5][C:4]=5[Cl:8])=[N:10][O:11][C:12]=4[CH:33]([CH3:35])[CH3:34])[CH:17]=3)[CH:22]=2)[CH:27]=1)[C:41](=[O:40])[CH3:42])(=[O:45])[CH3:44], predict the reactants needed to synthesize it. The reactants are: [Cl:1][C:2]1[CH:7]=[CH:6][CH:5]=[C:4]([Cl:8])[C:3]=1[C:9]1[C:13]([CH2:14][O:15][C:16]2[CH:17]=[C:18]3[C:23](=[CH:24][CH:25]=2)[CH:22]=[C:21]([C:26]2[CH:27]=[C:28]([CH:30]=[CH:31][CH:32]=2)[NH2:29])[CH:20]=[CH:19]3)=[C:12]([CH:33]([CH3:35])[CH3:34])[O:11][N:10]=1.CN1[CH2:42][CH2:41][O:40]CC1.[C:43](Cl)(=[O:45])[CH3:44].O. (7) The reactants are: [H-].[Na+].[Cl:3][C:4]1[CH:5]=[C:6]([CH:17]=[C:18]([Cl:20])[CH:19]=1)[O:7][C:8]1[C:9]([CH2:15][CH3:16])=[N:10][NH:11][C:12]=1[CH2:13][CH3:14].[CH3:21][O:22][CH2:23][CH2:24]Br.[H][H]. Given the product [Cl:3][C:4]1[CH:5]=[C:6]([CH:17]=[C:18]([Cl:20])[CH:19]=1)[O:7][C:8]1[C:12]([CH2:13][CH3:14])=[N:11][N:10]([CH2:24][CH2:23][O:22][CH3:21])[C:9]=1[CH2:15][CH3:16], predict the reactants needed to synthesize it.